Dataset: Reaction yield outcomes from USPTO patents with 853,638 reactions. Task: Predict the reaction yield, written as a fraction of the theoretical maximum amount of product (1.0 means a 100% yield; for example, 0.34 means a 34% yield). (1) The reactants are [Br:1][C:2]1[CH:7]=[CH:6][CH:5]=[CH:4][C:3]=1[S:8][C:9]1[CH:16]=[CH:15][C:12]([CH:13]=[O:14])=[CH:11][CH:10]=1.[BH4-].[Na+]. The catalyst is C(O)C. The product is [Br:1][C:2]1[CH:7]=[CH:6][CH:5]=[CH:4][C:3]=1[S:8][C:9]1[CH:16]=[CH:15][C:12]([CH2:13][OH:14])=[CH:11][CH:10]=1. The yield is 0.990. (2) The reactants are [Cl:1][C:2]1[N:7]=[C:6]([C:8]2[S:12][C:11]([C:13]([CH3:16])([CH3:15])[CH3:14])=[N:10][C:9]=2[C:17]2[CH:18]=[C:19]([CH:21]=[CH:22][C:23]=2[F:24])[NH2:20])[CH:5]=[CH:4][N:3]=1.N1C=CC=CC=1.[F:31][C:32]1[CH:37]=[CH:36][CH:35]=[C:34]([F:38])[C:33]=1[S:39](Cl)(=[O:41])=[O:40]. The catalyst is C(Cl)Cl. The product is [Cl:1][C:2]1[N:7]=[C:6]([C:8]2[S:12][C:11]([C:13]([CH3:16])([CH3:15])[CH3:14])=[N:10][C:9]=2[C:17]2[CH:18]=[C:19]([NH:20][S:39]([C:33]3[C:34]([F:38])=[CH:35][CH:36]=[CH:37][C:32]=3[F:31])(=[O:41])=[O:40])[CH:21]=[CH:22][C:23]=2[F:24])[CH:5]=[CH:4][N:3]=1. The yield is 0.0720. (3) The reactants are [Cl:1][C:2]1[CH:3]=[C:4]([C@@H:12]([CH2:22][CH:23]2[CH2:27][CH2:26][CH2:25][CH2:24]2)[C:13]([NH:15][C:16]2[CH:20]=[CH:19][N:18]([CH3:21])[N:17]=2)=[O:14])[CH:5]=[CH:6][C:7]=1[S:8]([CH3:11])(=[O:10])=[O:9].C(Cl)(=O)C(Cl)=O.N1C(C)=CC=CC=1C.NC1C=CN(C[C:49]2[CH:50]=[C:51]([CH:55]=[CH:56][CH:57]=2)[C:52]([OH:54])=[O:53])N=1. The catalyst is C(Cl)Cl. The product is [Cl:1][C:2]1[CH:3]=[C:4]([C@@H:12]([CH2:22][CH:23]2[CH2:24][CH2:25][CH2:26][CH2:27]2)[C:13]([NH:15][C:16]2[CH:20]=[CH:19][N:18]([CH2:21][C:49]3[CH:50]=[C:51]([CH:55]=[CH:56][CH:57]=3)[C:52]([OH:54])=[O:53])[N:17]=2)=[O:14])[CH:5]=[CH:6][C:7]=1[S:8]([CH3:11])(=[O:10])=[O:9]. The yield is 0.560.